Dataset: Catalyst prediction with 721,799 reactions and 888 catalyst types from USPTO. Task: Predict which catalyst facilitates the given reaction. (1) Reactant: Br[C:2]1[N:3]=[C:4]([C:7]2[CH:12]=[CH:11][C:10]([O:13][CH3:14])=[CH:9][CH:8]=2)[S:5][CH:6]=1.[CH3:15][O:16][C:17]1[CH:22]=[CH:21][C:20](B(O)O)=[CH:19][CH:18]=1. Product: [CH3:15][O:16][C:17]1[CH:18]=[C:19]([C:2]2[N:3]=[C:4]([C:7]3[CH:12]=[CH:11][C:10]([O:13][CH3:14])=[CH:9][CH:8]=3)[S:5][CH:6]=2)[CH:20]=[CH:21][CH:22]=1. The catalyst class is: 195. (2) Reactant: [CH2:1]([O:8][C:9]1[CH:14]=[CH:13][C:12]([NH:15][C:16]2[C:25]3[C:20](=[CH:21][CH:22]=[C:23]([C:26]4[O:27][C:28]([C:31]56OCC(C)(C[O:36]5)[CH2:33][O:32]6)=[CH:29][CH:30]=4)[CH:24]=3)[N:19]=[CH:18][N:17]=2)=[CH:11][CH:10]=1)[C:2]1[CH:7]=[CH:6][CH:5]=[CH:4][CH:3]=1.Cl. Product: [CH3:33][O:32][C:31]([C:28]1[O:27][C:26]([C:23]2[CH:24]=[C:25]3[C:20](=[CH:21][CH:22]=2)[N:19]=[CH:18][N:17]=[C:16]3[NH:15][C:12]2[CH:13]=[CH:14][C:9]([O:8][CH2:1][C:2]3[CH:7]=[CH:6][CH:5]=[CH:4][CH:3]=3)=[CH:10][CH:11]=2)=[CH:30][CH:29]=1)=[O:36]. The catalyst class is: 1. (3) Reactant: [C:1](Cl)(Cl)=[O:2].[NH2:5][C:6]1[C:7]([OH:23])=[C:8]([C:20](=[O:22])[CH3:21])[CH:9]=[C:10]([O:12][CH2:13][C:14]2[CH:19]=[CH:18][CH:17]=[CH:16][CH:15]=2)[CH:11]=1.Cl. Product: [C:20]([C:8]1[C:7]2[O:23][C:1](=[O:2])[NH:5][C:6]=2[CH:11]=[C:10]([O:12][CH2:13][C:14]2[CH:19]=[CH:18][CH:17]=[CH:16][CH:15]=2)[CH:9]=1)(=[O:22])[CH3:21]. The catalyst class is: 17. (4) Reactant: [F:1][C:2]1[C:3]([C:22]2[S:26][C:25]([C:27]3([OH:31])[CH2:30][CH2:29][CH2:28]3)=[N:24][CH:23]=2)=[C:4]2[CH:10]=[C:9](I)[N:8]([S:12]([C:15]3[CH:21]=[CH:20][C:18]([CH3:19])=[CH:17][CH:16]=3)(=[O:14])=[O:13])[C:5]2=[N:6][CH:7]=1.C([Sn](CCCC)(CCCC)[C:37]1[S:41][C:40]([C:42]23[CH2:49][N:46]([CH2:47][CH2:48]2)[CH2:45][CH2:44][O:43]3)=[N:39][CH:38]=1)CCC. Product: [N:46]12[CH2:49][C:42]([C:40]3[S:41][C:37]([C:9]4[N:8]([S:12]([C:15]5[CH:16]=[CH:17][C:18]([CH3:19])=[CH:20][CH:21]=5)(=[O:14])=[O:13])[C:5]5=[N:6][CH:7]=[C:2]([F:1])[C:3]([C:22]6[S:26][C:25]([C:27]7([OH:31])[CH2:28][CH2:29][CH2:30]7)=[N:24][CH:23]=6)=[C:4]5[CH:10]=4)=[CH:38][N:39]=3)([CH2:48][CH2:47]1)[O:43][CH2:44][CH2:45]2. The catalyst class is: 558. (5) Reactant: [C:1]1(=O)[CH2:5][CH2:4][CH2:3][CH2:2]1.[C:7]1([CH:13]([C:15]2[CH:20]=[CH:19][CH:18]=[CH:17][CH:16]=2)[NH2:14])[CH:12]=[CH:11][CH:10]=[CH:9][CH:8]=1.[BH-](OC(C)=O)(OC(C)=O)OC(C)=O.[Na+].C([O-])(O)=O.[Na+]. Product: [CH:13]([NH:14][CH:1]1[CH2:5][CH2:4][CH2:3][CH2:2]1)([C:15]1[CH:16]=[CH:17][CH:18]=[CH:19][CH:20]=1)[C:7]1[CH:12]=[CH:11][CH:10]=[CH:9][CH:8]=1. The catalyst class is: 116. (6) Reactant: [Cl:1][C:2]1[CH:10]=[CH:9][C:5]([CH2:6][C:7]#[N:8])=[C:4](C)[CH:3]=1.[Cl:12][C:13]1[C:14]([F:21])=[C:15]([CH:18]=[CH:19][CH:20]=1)[CH:16]=O.[CH3:22][O-].[Na+]. Product: [Cl:12][C:13]1[C:14]([F:21])=[C:15](/[CH:16]=[C:6](/[C:5]2[CH:4]=[CH:3][C:2]([Cl:1])=[C:10]([CH3:22])[CH:9]=2)\[C:7]#[N:8])[CH:18]=[CH:19][CH:20]=1. The catalyst class is: 5.